The task is: Predict the reactants needed to synthesize the given product.. This data is from Full USPTO retrosynthesis dataset with 1.9M reactions from patents (1976-2016). Given the product [Cl:1][C:2]1[C:3]2[C:10]([C:11]3[CH:16]=[CH:15][C:14]([O:17][CH2:18][CH2:19][N:20]4[CH2:25][CH2:24][N:23]([CH3:26])[CH2:22][CH2:21]4)=[C:13]([Cl:27])[C:12]=3[CH3:28])=[C:9]([C:37]([OH:39])=[O:38])[S:8][C:4]=2[N:5]=[CH:6][N:7]=1, predict the reactants needed to synthesize it. The reactants are: [Cl:1][C:2]1[C:3]2[C:10]([C:11]3[CH:16]=[CH:15][C:14]([O:17][CH2:18][CH2:19][N:20]4[CH2:25][CH2:24][N:23]([CH3:26])[CH2:22][CH2:21]4)=[C:13]([Cl:27])[C:12]=3[CH3:28])=[CH:9][S:8][C:4]=2[N:5]=[CH:6][N:7]=1.C([N-]C(C)C)(C)C.[Li+].[C:37](=[O:39])=[O:38].